This data is from Reaction yield outcomes from USPTO patents with 853,638 reactions. The task is: Predict the reaction yield, written as a fraction of the theoretical maximum amount of product (1.0 means a 100% yield; for example, 0.34 means a 34% yield). (1) No catalyst specified. The product is [C:30]([C@@:16]1([OH:17])[C@@H:18]([CH:19]([C:21](=[O:28])[C:22]2[CH:27]=[CH:26][CH:25]=[CH:24][CH:23]=2)[OH:20])[O:29][C@@H:14]([N:13]2[CH:40]=[CH:41][C:10](=[O:45])[NH:11][C:12]2=[O:42])[C@@:15]1([F:39])[CH3:38])(=[O:37])[C:31]1[CH:36]=[CH:35][CH:34]=[CH:33][CH:32]=1. The yield is 0.910. The reactants are C(N[C:10]1[CH:41]=[CH:40][N:13]([C@@H:14]2[O:29][C@H:18]([CH:19]([C:21](=[O:28])[C:22]3[CH:27]=[CH:26][CH:25]=[CH:24][CH:23]=3)[OH:20])[C@@:16]([C:30](=[O:37])[C:31]3[CH:36]=[CH:35][CH:34]=[CH:33][CH:32]=3)([OH:17])[C@:15]2([F:39])[CH3:38])[C:12](=[O:42])[N:11]=1)(=O)C1C=CC=CC=1.CC(O)=[O:45]. (2) The reactants are Br[C:2]1[CH:3]=[CH:4][C:5]2[N:11]3[C:12]([CH3:15])=[N:13][N:14]=[C:10]3[C@H:9]([CH3:16])[CH2:8][N:7]([C:17]3[CH:22]=[CH:21][C:20]([S:23]([CH3:26])(=[O:25])=[O:24])=[CH:19][CH:18]=3)[C:6]=2[CH:27]=1.CC1(C)C(C)(C)OB([C:36]2[CH:37]=[CH:38][C:39](=[O:42])[NH:40][CH:41]=2)O1.C([O-])([O-])=O.[Cs+].[Cs+]. The catalyst is O1CCOCC1.O.C1C=CC([P]([Pd]([P](C2C=CC=CC=2)(C2C=CC=CC=2)C2C=CC=CC=2)([P](C2C=CC=CC=2)(C2C=CC=CC=2)C2C=CC=CC=2)[P](C2C=CC=CC=2)(C2C=CC=CC=2)C2C=CC=CC=2)(C2C=CC=CC=2)C2C=CC=CC=2)=CC=1. The product is [CH3:15][C:12]1[N:11]2[C:5]3[CH:4]=[CH:3][C:2]([C:36]4[CH:37]=[CH:38][C:39](=[O:42])[NH:40][CH:41]=4)=[CH:27][C:6]=3[N:7]([C:17]3[CH:22]=[CH:21][C:20]([S:23]([CH3:26])(=[O:24])=[O:25])=[CH:19][CH:18]=3)[CH2:8][C@@H:9]([CH3:16])[C:10]2=[N:14][N:13]=1. The yield is 0.450. (3) The reactants are [Cl:1][C:2]1[CH:7]=[C:6]([O:8][CH3:9])[CH:5]=[CH:4][C:3]=1[C:10]1[N:15]2[N:16]=[C:17]([CH3:24])[C:18]([C:19]([O:21]CC)=[O:20])=[C:14]2[CH:13]=[CH:12][C:11]=1[CH3:25].[OH-].[K+]. The catalyst is C(O)C.C1COCC1.O. The product is [Cl:1][C:2]1[CH:7]=[C:6]([O:8][CH3:9])[CH:5]=[CH:4][C:3]=1[C:10]1[N:15]2[N:16]=[C:17]([CH3:24])[C:18]([C:19]([OH:21])=[O:20])=[C:14]2[CH:13]=[CH:12][C:11]=1[CH3:25]. The yield is 0.790. (4) The reactants are Cl[CH2:2][C:3]1[CH:4]=[C:5]([CH:17]=[C:18]([O:20][CH2:21][CH3:22])[CH:19]=1)[O:6][C:7]1[CH:12]=[CH:11][C:10]([C:13]([F:16])([F:15])[F:14])=[CH:9][N:8]=1.[CH2:23]([O:25][P:26]([O:30]CC)[O:27][CH2:28][CH3:29])[CH3:24]. No catalyst specified. The product is [CH2:21]([O:20][C:18]1[CH:19]=[C:3]([CH:4]=[C:5]([O:6][C:7]2[CH:12]=[CH:11][C:10]([C:13]([F:16])([F:15])[F:14])=[CH:9][N:8]=2)[CH:17]=1)[CH2:2][P:26](=[O:30])([O:27][CH2:28][CH3:29])[O:25][CH2:23][CH3:24])[CH3:22]. The yield is 0.820. (5) The reactants are C(O[BH-](OC(=O)C)OC(=O)C)(=O)C.[Na+].C(O)(=O)C.[Br:19][C:20]1[C:28]2[C:23](=[CH:24][CH:25]=[C:26]([NH2:29])[CH:27]=2)[NH:22][N:21]=1.[CH2:30]([N:33]1[CH:38]2[CH2:39][CH2:40][CH:34]1[CH2:35][C:36](=O)[CH2:37]2)[CH2:31][CH3:32].N. The catalyst is ClC(Cl)C. The product is [Br:19][C:20]1[C:28]2[C:23](=[CH:24][CH:25]=[C:26]([NH:29][CH:36]3[CH2:35][CH:34]4[N:33]([CH2:30][CH2:31][CH3:32])[CH:38]([CH2:39][CH2:40]4)[CH2:37]3)[CH:27]=2)[NH:22][N:21]=1. The yield is 0.0100. (6) The reactants are Br[C:2]1[N:3]=[C:4]([CH:8]=[CH:9][C:10]2[N:11]=[C:12]3[N:17]=[C:16]([CH3:18])[CH:15]=[C:14]([CH3:19])[N:13]3[CH:20]=2)[N:5]([CH3:7])[CH:6]=1.C([Sn](CCCC)(CCCC)[C:26]1[S:27][CH:28]=[CH:29][CH:30]=1)CCC.CN(C=O)C.C(=O)(O)[O-].[Na+]. The catalyst is C1C=CC([P]([Pd]([P](C2C=CC=CC=2)(C2C=CC=CC=2)C2C=CC=CC=2)([P](C2C=CC=CC=2)(C2C=CC=CC=2)C2C=CC=CC=2)[P](C2C=CC=CC=2)(C2C=CC=CC=2)C2C=CC=CC=2)(C2C=CC=CC=2)C2C=CC=CC=2)=CC=1.C1COCC1. The product is [CH3:19][C:14]1[N:13]2[CH:20]=[C:10](/[CH:9]=[CH:8]/[C:4]3[N:5]([CH3:7])[CH:6]=[C:2]([C:26]4[S:27][CH:28]=[CH:29][CH:30]=4)[N:3]=3)[N:11]=[C:12]2[N:17]=[C:16]([CH3:18])[CH:15]=1. The yield is 0.400. (7) The reactants are [CH:1]1[CH:2]=[CH:3][C:4]([C@H:7]([NH2:11])[C:8]([OH:10])=[O:9])=[CH:5][CH:6]=1.S(Cl)([Cl:14])=O.[CH3:16]O. No catalyst specified. The product is [ClH:14].[CH3:16][O:9][C:8](=[O:10])[CH:7]([NH2:11])[C:4]1[CH:3]=[CH:2][CH:1]=[CH:6][CH:5]=1. The yield is 0.976. (8) The reactants are [Cl:1][C:2]1[N:7]([CH2:8][CH2:9]OS(C)(=O)=O)[C:6](=[O:15])[C:5]([NH:16][CH2:17][CH2:18][C:19]2[CH:24]=[CH:23][CH:22]=[CH:21][N:20]=2)=[N:4][CH:3]=1.[CH2:25]([NH2:32])[C:26]1[CH:31]=[CH:30][CH:29]=[CH:28][CH:27]=1.N1C(C)=CC=CC=1C. The catalyst is C(#N)C.ClCCl. The product is [CH2:25]([NH:32][CH2:9][CH2:8][N:7]1[C:2]([Cl:1])=[CH:3][N:4]=[C:5]([NH:16][CH2:17][CH2:18][C:19]2[CH:24]=[CH:23][CH:22]=[CH:21][N:20]=2)[C:6]1=[O:15])[C:26]1[CH:31]=[CH:30][CH:29]=[CH:28][CH:27]=1. The yield is 0.500. (9) The reactants are [Cl:1][C:2]1[CH:10]=[C:9]2[C:5]([CH:6]=[C:7]([C:11]([NH:13][CH:14]([C:19]3[CH:24]=[CH:23][CH:22]=[C:21]([C:25]([F:28])([F:27])[F:26])[CH:20]=3)[C:15]([F:18])([F:17])[F:16])=[O:12])[NH:8]2)=[CH:4][C:3]=1[C:29]([NH:31][C:32]1([C:35]#[N:36])[CH2:34][CH2:33]1)=[O:30].[CH:37]1(B(O)O)[CH2:39][CH2:38]1.C(=O)([O-])[O-].[Na+].[Na+].N1C=CC=CC=1C1C=CC=CN=1.Cl. The catalyst is CN(C)C=O.C([O-])(=O)C.[Cu+2].C([O-])(=O)C. The product is [Cl:1][C:2]1[CH:10]=[C:9]2[C:5]([CH:6]=[C:7]([C:11]([NH:13][CH:14]([C:19]3[CH:24]=[CH:23][CH:22]=[C:21]([C:25]([F:26])([F:28])[F:27])[CH:20]=3)[C:15]([F:16])([F:18])[F:17])=[O:12])[N:8]2[CH:37]2[CH2:39][CH2:38]2)=[CH:4][C:3]=1[C:29]([NH:31][C:32]1([C:35]#[N:36])[CH2:34][CH2:33]1)=[O:30]. The yield is 0.0600.